From a dataset of Experimentally validated miRNA-target interactions with 360,000+ pairs, plus equal number of negative samples. Binary Classification. Given a miRNA mature sequence and a target amino acid sequence, predict their likelihood of interaction. (1) The protein sequence of the target gene is MGVSKLDILYRRLLLTKLFIRGWGRPEDLKRLFEFRKMIGNRERCQNLVSSDYPVHIDKVEEQSDCKILDGHFVSPMAHYVPGIMPIESVVARFQFIVPKEWNSRYRPVCIHLAGTGDHHYWRRRTLMARPMIKEARMASLLLENPYYGCRKPKDQVRSSLKNVSDLFVMGGALILESAALLHWLEREGYGPLGMTGISMGGHMASLAVSNWPKPMPLIPCLSWSTASGVFTTGVLSKSINWRELEKQYYTQTVYEEEIIHMLEYCGTDSFKMGHEFMNHLPSNADKLTNLNLVSRTLNL.... Result: 0 (no interaction). The miRNA is hsa-miR-6803-3p with sequence UCCCUCGCCUUCUCACCCUCAG. (2) Result: 1 (interaction). The miRNA is mmu-miR-101b-3p with sequence GUACAGUACUGUGAUAGCU. The protein sequence of the target gene is MESGPRVEPGPGAPAAVLARIPQEPRPSPEGDPSPPPPPTPMSALVPDTPPDTPPALKTATNPKQLPLEPGNPTGQISPQPAPPQEECPSSEAKSRGPTPTATGPREAKPSRRSSQPSPTTVPASDSPPAKQDVKKAGERHKLAKERREERAKYLAAKKAVWLEKEEKAKALREKQLQERRRRLEEQRLKAEQRRAALEERQRQKLEKNKERYEAAIQRSVKKTWAEIRQQRWSWAGALHHSSPGRKTSGSRCSVSAVNLPKHVDSIINKRLSKSSATLWNSPSRNRSLQLSAWESSIVD....